Dataset: Reaction yield outcomes from USPTO patents with 853,638 reactions. Task: Predict the reaction yield, written as a fraction of the theoretical maximum amount of product (1.0 means a 100% yield; for example, 0.34 means a 34% yield). (1) The reactants are [N+](=CC(OCC)=O)=[N-].O[C@@H]1CC[C@@]2(C)[C@H](C[C@@H](O)[C@@H]3[C@@H]2CC[C@@]2(C)[C@H]3CC[C@@H]2[C@H](C)CCC(OC)=O)C1.[CH3:38][C@@H:39]([CH2:43][C@H:44]([C@@H:46]1[C@:63]2([CH3:64])[C@H:49]([C@H:50]3[C@H:60]([CH2:61][C@@H:62]2O)[C@:58]2([CH3:59])[C@@H:53]([CH2:54][C@H:55]([OH:66])[CH2:56][CH2:57]2)[C@@H:52](CC)[C@H:51]3[OH:69])[CH2:48][CH2:47]1)[CH3:45])[C:40]([O-:42])=[O:41].[OH-].[Na+].Cl. The catalyst is C(Cl)Cl.CCO.C([O-])(=O)C.C([O-])(=O)C.C([O-])(=O)C.C([O-])(=O)C.[Rh+2].[Rh+2].O. The product is [OH:66][C@@H:55]1[CH2:56][CH2:57][C@@:58]2([CH3:59])[C@H:53]([CH2:52][C@@H:51]([OH:69])[C@@H:50]3[C@@H:60]2[CH2:61][CH2:62][C@@:63]2([CH3:64])[C@H:49]3[CH2:48][CH2:47][C@@H:46]2[C@H:44]([CH3:45])[C@@H:43]2[CH2:38][C@@H:39]2[C:40]([OH:42])=[O:41])[CH2:54]1.[OH:66][C@@H:55]1[CH2:56][CH2:57][C@@:58]2([CH3:59])[C@H:53]([CH2:52][C@@H:51]([OH:69])[C@@H:50]3[C@@H:60]2[CH2:61][CH2:62][C@@:63]2([CH3:64])[C@H:49]3[CH2:48][CH2:47][C@@H:46]2[C@H:44]([CH3:45])[C@H:43]2[CH2:38][C@H:39]2[C:40]([OH:42])=[O:41])[CH2:54]1. The yield is 0.150. (2) The reactants are [OH:1][CH2:2][CH2:3][N:4]([CH:22]([CH3:24])[CH3:23])[C:5]([C:7]1[S:8][C:9]2[CH2:10][CH2:11][O:12][C:13]3[CH:20]=[CH:19][C:18](Br)=[CH:17][C:14]=3[C:15]=2[N:16]=1)=[O:6].[CH3:25][C:26]([OH:43])([CH3:42])[CH2:27][N:28]1[CH:32]=[C:31](B2OC(C)(C)C(C)(C)O2)[CH:30]=[N:29]1. No catalyst specified. The product is [OH:1][CH2:2][CH2:3][N:4]([CH:22]([CH3:24])[CH3:23])[C:5]([C:7]1[S:8][C:9]2[CH2:10][CH2:11][O:12][C:13]3[CH:20]=[CH:19][C:18]([C:31]4[CH:30]=[N:29][N:28]([CH2:27][C:26]([OH:43])([CH3:42])[CH3:25])[CH:32]=4)=[CH:17][C:14]=3[C:15]=2[N:16]=1)=[O:6]. The yield is 0.0800.